Dataset: Peptide-MHC class I binding affinity with 185,985 pairs from IEDB/IMGT. Task: Regression. Given a peptide amino acid sequence and an MHC pseudo amino acid sequence, predict their binding affinity value. This is MHC class I binding data. (1) The peptide sequence is LRGKWQRRYR. The MHC is HLA-B08:01 with pseudo-sequence HLA-B08:01. The binding affinity (normalized) is 0.0381. (2) The peptide sequence is KQNPDIVIY. The MHC is HLA-B45:01 with pseudo-sequence HLA-B45:01. The binding affinity (normalized) is 0. (3) The peptide sequence is VESVNNAVVM. The MHC is HLA-B40:02 with pseudo-sequence HLA-B40:02. The binding affinity (normalized) is 0.533. (4) The peptide sequence is IPKLVANNT. The MHC is HLA-B07:02 with pseudo-sequence HLA-B07:02. The binding affinity (normalized) is 0.0472. (5) The peptide sequence is NHCTYAGPF. The MHC is Mamu-B17 with pseudo-sequence Mamu-B17. The binding affinity (normalized) is 0.317. (6) The peptide sequence is AVMAPRTHNR. The MHC is HLA-A11:01 with pseudo-sequence HLA-A11:01. The binding affinity (normalized) is 0.732. (7) The peptide sequence is ILNRETLLDFV. The MHC is HLA-B58:01 with pseudo-sequence HLA-B58:01. The binding affinity (normalized) is 0.0847. (8) The peptide sequence is SSQVLQQSTY. The MHC is HLA-A11:01 with pseudo-sequence HLA-A11:01. The binding affinity (normalized) is 0.276. (9) The peptide sequence is STNTLPTEY. The MHC is HLA-A26:01 with pseudo-sequence HLA-A26:01. The binding affinity (normalized) is 0.0847.